This data is from Full USPTO retrosynthesis dataset with 1.9M reactions from patents (1976-2016). The task is: Predict the reactants needed to synthesize the given product. Given the product [NH2:1][C:2]1[N:7]=[CH:6][C:5]([CH:8]([C:10]2[CH:15]=[CH:14][CH:13]=[CH:12][C:11]=2[O:16][CH3:17])[OH:9])=[CH:4][CH:3]=1, predict the reactants needed to synthesize it. The reactants are: [NH2:1][C:2]1[N:7]=[CH:6][C:5]([C:8]([C:10]2[CH:15]=[CH:14][CH:13]=[CH:12][C:11]=2[O:16][CH3:17])=[O:9])=[CH:4][CH:3]=1.[BH4-].[Na+].